From a dataset of Full USPTO retrosynthesis dataset with 1.9M reactions from patents (1976-2016). Predict the reactants needed to synthesize the given product. (1) Given the product [N:33]1([CH2:25][C:24]2[CH:23]=[CH:22][C:21]([C:2]([F:1])([F:20])[CH2:3][N:4]3[CH:9]=[CH:8][C:7]([O:10][CH2:11][C:12]4[CH:13]=[CH:14][C:15]([F:18])=[CH:16][CH:17]=4)=[CH:6][C:5]3=[O:19])=[CH:31][CH:30]=2)[CH2:34][CH2:35][CH2:36]1, predict the reactants needed to synthesize it. The reactants are: [F:1][C:2]([C:21]1[CH:31]=[CH:30][C:24]([C:25](OCC)=O)=[CH:23][CH:22]=1)([F:20])[CH2:3][N:4]1[CH:9]=[CH:8][C:7]([O:10][CH2:11][C:12]2[CH:17]=[CH:16][C:15]([F:18])=[CH:14][CH:13]=2)=[CH:6][C:5]1=[O:19].C[NH:33][CH2:34][CH2:35][CH3:36].N1CCC1. (2) The reactants are: Cl[C:2]1[N:7]=[C:6]2[CH2:8][CH2:9][CH2:10][C:5]2=[C:4]([Cl:11])[CH:3]=1.[Cl:12][C:13]1[CH:18]=[CH:17][C:16](B(O)O)=[CH:15][CH:14]=1. Given the product [Cl:11][C:4]1[CH:3]=[C:2]([C:16]2[CH:17]=[CH:18][C:13]([Cl:12])=[CH:14][CH:15]=2)[N:7]=[C:6]2[CH2:8][CH2:9][CH2:10][C:5]=12, predict the reactants needed to synthesize it. (3) Given the product [CH3:7][C:6]1[C:8]2[CH:13]=[CH:12][CH:11]=[C:10]([CH3:14])[C:9]=2[O:15][N:5]=1, predict the reactants needed to synthesize it. The reactants are: C(O/[N:5]=[C:6](/[C:8]1[CH:13]=[CH:12][CH:11]=[C:10]([CH3:14])[C:9]=1[OH:15])\[CH3:7])(=O)C. (4) Given the product [ClH:35].[F:34][C:2]1([F:1])[O:6][C:5]2[CH:7]=[CH:8][C:9]([CH2:11][NH:12][CH:13]3[CH2:18][CH2:17][N:16]([CH2:19][CH2:20][N:21]4[C:30]5[C:25](=[CH:26][CH:27]=[C:28]([O:31][CH3:32])[CH:29]=5)[N:24]=[CH:23][C:22]4=[O:33])[CH2:15][CH2:14]3)=[CH:10][C:4]=2[O:3]1, predict the reactants needed to synthesize it. The reactants are: [F:1][C:2]1([F:34])[O:6][C:5]2[CH:7]=[CH:8][C:9]([CH2:11][NH:12][CH:13]3[CH2:18][CH2:17][N:16]([CH2:19][CH2:20][N:21]4[C:30]5[C:25](=[CH:26][CH:27]=[C:28]([O:31][CH3:32])[CH:29]=5)[N:24]=[CH:23][C:22]4=[O:33])[CH2:15][CH2:14]3)=[CH:10][C:4]=2[O:3]1.[ClH:35].C(OCC)(=O)C. (5) Given the product [F:34][CH:35]([F:52])[O:36][C:37]1[CH:42]=[C:41]([C:2]2[C:7]([NH:8][C:9]3[C:18]4[C:13](=[CH:14][C:15]([F:20])=[CH:16][C:17]=4[F:19])[N:12]=[C:11]([C:21]4[CH:26]=[CH:25][CH:24]=[CH:23][N:22]=4)[C:10]=3[CH3:27])=[CH:6][C:5]([N:28]3[CH2:33][CH2:32][O:31][CH2:30][CH2:29]3)=[CH:4][N:3]=2)[CH:40]=[CH:39][CH:38]=1, predict the reactants needed to synthesize it. The reactants are: Cl[C:2]1[C:7]([NH:8][C:9]2[C:18]3[C:13](=[CH:14][C:15]([F:20])=[CH:16][C:17]=3[F:19])[N:12]=[C:11]([C:21]3[CH:26]=[CH:25][CH:24]=[CH:23][N:22]=3)[C:10]=2[CH3:27])=[CH:6][C:5]([N:28]2[CH2:33][CH2:32][O:31][CH2:30][CH2:29]2)=[CH:4][N:3]=1.[F:34][CH:35]([F:52])[O:36][C:37]1[CH:38]=[C:39](B2OC(C)(C)C(C)(C)O2)[CH:40]=[CH:41][CH:42]=1.C1(P(C2CCCCC2)C2CCCCC2)CCCCC1.[O-]P([O-])([O-])=O.[K+].[K+].[K+].